From a dataset of Forward reaction prediction with 1.9M reactions from USPTO patents (1976-2016). Predict the product of the given reaction. (1) Given the reactants [C:1]([O:4][C@H:5]1[CH2:29][CH2:28][C@@:27]2([CH3:30])[C:7]3([O:32][C@H:8]3[CH2:9][C@@H:10]3[C@@H:26]2[CH2:25][CH2:24][C@@:23]2([CH3:31])[C@H:11]3[CH2:12][CH2:13][C@@H:14]2[C@H:15]([CH3:22])[CH2:16][CH2:17][CH2:18][CH:19]([CH3:21])[CH3:20])[CH2:6]1)(=[O:3])[CH3:2].[NH2:33][CH2:34][CH2:35][C:36]1[N:40]=[CH:39][NH:38][CH:37]=1.C(O)CCC, predict the reaction product. The product is: [C:1]([O:4][C@H:5]1[CH2:29][CH2:28][C@@:27]2([CH3:30])[C@@:7]([OH:32])([C@H:8]([NH:33][CH2:34][CH2:35][C:36]3[N:40]=[CH:39][NH:38][CH:37]=3)[CH2:9][C@@H:10]3[C@@H:26]2[CH2:25][CH2:24][C@@:23]2([CH3:31])[C@H:11]3[CH2:12][CH2:13][C@@H:14]2[C@H:15]([CH3:22])[CH2:16][CH2:17][CH2:18][CH:19]([CH3:20])[CH3:21])[CH2:6]1)(=[O:3])[CH3:2]. (2) The product is: [Br:2][C:3]1[CH:4]=[CH:5][C:6]([S:9]([NH:13][CH2:14][CH2:15][OH:16])(=[O:11])=[O:10])=[N:7][CH:8]=1. Given the reactants Cl.[Br:2][C:3]1[CH:4]=[CH:5][C:6]([S:9](Cl)(=[O:11])=[O:10])=[N:7][CH:8]=1.[NH2:13][CH2:14][CH2:15][OH:16].CCN(CC)CC, predict the reaction product.